This data is from Reaction yield outcomes from USPTO patents with 853,638 reactions. The task is: Predict the reaction yield, written as a fraction of the theoretical maximum amount of product (1.0 means a 100% yield; for example, 0.34 means a 34% yield). (1) The reactants are [OH:1][C:2]1[C:14]([CH3:15])=[CH:13][C:5]2[C:6]([CH2:9][C:10]([OH:12])=[O:11])=[CH:7][O:8][C:4]=2[C:3]=1[CH3:16].[CH2:17](O)[CH3:18]. The catalyst is S(=O)(=O)(O)O. The product is [OH:1][C:2]1[C:14]([CH3:15])=[CH:13][C:5]2[C:6]([CH2:9][C:10]([O:12][CH2:17][CH3:18])=[O:11])=[CH:7][O:8][C:4]=2[C:3]=1[CH3:16]. The yield is 0.750. (2) The reactants are NC1C(C(O)=O)=NC(N)=C(C(O)=O)N=1.[Br:15][C:16]1[C:17]([C:26]([OH:28])=[O:27])=[N:18][C:19]([Br:25])=[C:20]([C:22]([OH:24])=[O:23])[N:21]=1.N([O-])=O.[Na+]. The catalyst is Br.O. The product is [Br:25][C:19]1[C:20]([C:22]([OH:24])=[O:23])=[N:21][C:16]([Br:15])=[C:17]([C:26]([OH:28])=[O:27])[N:18]=1. The yield is 0.540.